Dataset: Peptide-MHC class I binding affinity with 185,985 pairs from IEDB/IMGT. Task: Regression. Given a peptide amino acid sequence and an MHC pseudo amino acid sequence, predict their binding affinity value. This is MHC class I binding data. The peptide sequence is GVGLSPFLLA. The MHC is Patr-A0101 with pseudo-sequence Patr-A0101. The binding affinity (normalized) is 0.